From a dataset of Reaction yield outcomes from USPTO patents with 853,638 reactions. Predict the reaction yield, written as a fraction of the theoretical maximum amount of product (1.0 means a 100% yield; for example, 0.34 means a 34% yield). The catalyst is CS(C)=O. The yield is 0.609. The reactants are [CH3:1][C:2]1[CH:7]=[C:6]([CH3:8])[NH:5][C:4](=[O:9])[C:3]=1[CH2:10][NH:11][C:12]([C:14]1[CH:15]=[C:16]([C:30]2[CH:35]=[CH:34][C:33]([CH2:36][N:37]3[CH2:42][CH2:41][O:40][CH2:39][CH2:38]3)=[CH:32][CH:31]=2)[CH:17]=[C:18]([N:21]([CH2:28][CH3:29])[CH:22]2[CH2:27][CH2:26][NH:25][CH2:24][CH2:23]2)[C:19]=1[CH3:20])=[O:13].[C:43](O)(=[O:48])[C:44]([CH3:47])([CH3:46])[CH3:45].C(N(CC)CC)C.C1CN([P+](ON2N=NC3C=CC=CC2=3)(N2CCCC2)N2CCCC2)CC1.F[P-](F)(F)(F)(F)F. The product is [CH3:1][C:2]1[CH:7]=[C:6]([CH3:8])[NH:5][C:4](=[O:9])[C:3]=1[CH2:10][NH:11][C:12]([C:14]1[CH:15]=[C:16]([C:30]2[CH:35]=[CH:34][C:33]([CH2:36][N:37]3[CH2:38][CH2:39][O:40][CH2:41][CH2:42]3)=[CH:32][CH:31]=2)[CH:17]=[C:18]([N:21]([CH2:28][CH3:29])[CH:22]2[CH2:23][CH2:24][N:25]([C:43](=[O:48])[C:44]([CH3:47])([CH3:46])[CH3:45])[CH2:26][CH2:27]2)[C:19]=1[CH3:20])=[O:13].